This data is from Full USPTO retrosynthesis dataset with 1.9M reactions from patents (1976-2016). The task is: Predict the reactants needed to synthesize the given product. (1) Given the product [F:18][C:19]1[CH:29]=[CH:28][C:22]([C:23](=[O:24])[CH2:7][C:4]2[CH:5]=[CH:6][N:1]=[CH:2][CH:3]=2)=[CH:21][CH:20]=1, predict the reactants needed to synthesize it. The reactants are: [N:1]1[CH:6]=[CH:5][C:4]([CH3:7])=[CH:3][CH:2]=1.[Li+].C[Si]([N-][Si](C)(C)C)(C)C.[F:18][C:19]1[CH:29]=[CH:28][C:22]([C:23](OCC)=[O:24])=[CH:21][CH:20]=1.O. (2) Given the product [CH:14]1([C:8](=[O:13])[CH2:9][CH2:10][C:11]#[CH:12])[CH2:18][CH2:17][CH2:16][CH2:15]1, predict the reactants needed to synthesize it. The reactants are: N1C=CC=CC=1S[C:8](=[O:13])[CH2:9][CH2:10][C:11]#[CH:12].[CH:14]1([Mg]Br)[CH2:18][CH2:17][CH2:16][CH2:15]1.Cl. (3) Given the product [NH2:9][C:10]1[C:15]([I:17])=[CH:14][C:13]([F:16])=[CH:12][N:11]=1, predict the reactants needed to synthesize it. The reactants are: ClC1C=CC(N)=NC=1.[NH2:9][C:10]1[CH:15]=[CH:14][C:13]([F:16])=[CH:12][N:11]=1.[I:17]I.